This data is from Peptide-MHC class II binding affinity with 134,281 pairs from IEDB. The task is: Regression. Given a peptide amino acid sequence and an MHC pseudo amino acid sequence, predict their binding affinity value. This is MHC class II binding data. (1) The peptide sequence is NKGILVTVNPIASTN. The MHC is DRB1_0301 with pseudo-sequence DRB1_0301. The binding affinity (normalized) is 0.328. (2) The peptide sequence is SVVVQDPKNVYQRGTHHHHHH. The MHC is HLA-DQA10103-DQB10603 with pseudo-sequence HLA-DQA10103-DQB10603. The binding affinity (normalized) is 0. (3) The peptide sequence is YDKFLANVSTVLTGM. The MHC is DRB1_1602 with pseudo-sequence DRB1_1602. The binding affinity (normalized) is 0.665. (4) The peptide sequence is TLWQRPLVTIKIGGQLKEAL. The MHC is HLA-DQA10501-DQB10201 with pseudo-sequence HLA-DQA10501-DQB10201. The binding affinity (normalized) is 0.166. (5) The peptide sequence is LKEDIHRTGITLVPV. The MHC is DRB1_0101 with pseudo-sequence DRB1_0101. The binding affinity (normalized) is 0.828. (6) The binding affinity (normalized) is 0.191. The peptide sequence is GQFYFLIRKRIHLR. The MHC is H-2-IAd with pseudo-sequence H-2-IAd. (7) The peptide sequence is EGGVWTFDSEEPLQGPFNFR. The MHC is DRB1_0901 with pseudo-sequence DRB1_0901. The binding affinity (normalized) is 0.429.